This data is from NCI-60 drug combinations with 297,098 pairs across 59 cell lines. The task is: Regression. Given two drug SMILES strings and cell line genomic features, predict the synergy score measuring deviation from expected non-interaction effect. Drug 1: CNC(=O)C1=CC=CC=C1SC2=CC3=C(C=C2)C(=NN3)C=CC4=CC=CC=N4. Drug 2: COC1=NC(=NC2=C1N=CN2C3C(C(C(O3)CO)O)O)N. Cell line: MOLT-4. Synergy scores: CSS=60.1, Synergy_ZIP=0.203, Synergy_Bliss=-0.586, Synergy_Loewe=-3.02, Synergy_HSA=1.41.